Dataset: Peptide-MHC class I binding affinity with 185,985 pairs from IEDB/IMGT. Task: Regression. Given a peptide amino acid sequence and an MHC pseudo amino acid sequence, predict their binding affinity value. This is MHC class I binding data. The MHC is HLA-A02:03 with pseudo-sequence HLA-A02:03. The peptide sequence is SPISSIFSR. The binding affinity (normalized) is 0.